From a dataset of Peptide-MHC class I binding affinity with 185,985 pairs from IEDB/IMGT. Regression. Given a peptide amino acid sequence and an MHC pseudo amino acid sequence, predict their binding affinity value. This is MHC class I binding data. (1) The peptide sequence is VRNTGDRPI. The MHC is Mamu-B03 with pseudo-sequence Mamu-B03. The binding affinity (normalized) is 0.0509. (2) The binding affinity (normalized) is 0.0103. The MHC is H-2-Kb with pseudo-sequence H-2-Kb. The peptide sequence is LSHSDYEYKV. (3) The peptide sequence is TVMNNLSEL. The MHC is H-2-Db with pseudo-sequence H-2-Db. The binding affinity (normalized) is 0.408. (4) The peptide sequence is DEYLCVNAT. The MHC is HLA-A02:02 with pseudo-sequence HLA-A02:02. The binding affinity (normalized) is 0.